From a dataset of Full USPTO retrosynthesis dataset with 1.9M reactions from patents (1976-2016). Predict the reactants needed to synthesize the given product. (1) Given the product [Br:1][C:2]1[CH:3]=[CH:4][C:5]([N:10]2[CH2:14][CH2:13][CH:12]([O:15][CH3:19])[CH2:11]2)=[C:6]([CH:9]=1)[CH:7]=[O:8], predict the reactants needed to synthesize it. The reactants are: [Br:1][C:2]1[CH:3]=[CH:4][C:5]([N:10]2[CH2:14][CH2:13][CH:12]([OH:15])[CH2:11]2)=[C:6]([CH:9]=1)[CH:7]=[O:8].[H-].[Na+].I[CH3:19].O. (2) Given the product [C:24]([O:23][C:21]([N:28]1[CH2:33][CH2:32][N:31]([C:8]2[C:9]3[C:4](=[CH:3][C:2]([F:1])=[C:11]([F:12])[CH:10]=3)[CH:5]=[CH:6][CH:7]=2)[CH2:30][CH2:29]1)=[O:22])([CH3:27])([CH3:25])[CH3:26], predict the reactants needed to synthesize it. The reactants are: [F:1][C:2]1[CH:3]=[C:4]2[C:9](=[CH:10][C:11]=1[F:12])[C:8](OS(C(F)(F)F)(=O)=O)=[CH:7][CH:6]=[CH:5]2.[C:21]([N:28]1[CH2:33][CH2:32][NH:31][CH2:30][CH2:29]1)([O:23][C:24]([CH3:27])([CH3:26])[CH3:25])=[O:22].C1(P(C2CCCCC2)C2C=CC=CC=2C2C=CC=CC=2)CCCCC1.CC([O-])(C)C.[Na+]. (3) Given the product [Br:1][C:2]1[CH:3]=[CH:4][C:5]([C:8]2[CH:13]=[CH:12][C:11]([O:14][CH3:15])=[CH:10][CH:9]=2)=[CH:6][CH:7]=1, predict the reactants needed to synthesize it. The reactants are: [Br:1][C:2]1[CH:7]=[CH:6][C:5]([C:8]2[CH:13]=[CH:12][C:11]([OH:14])=[CH:10][CH:9]=2)=[CH:4][CH:3]=1.[C:15](=O)([O-])[O-].[K+].[K+].IC. (4) Given the product [CH3:26][S:27]([O:17][C@H:3]1[C@H:4]([NH:8][C@@H:9]([C:11]2[CH:12]=[CH:13][CH:14]=[CH:15][CH:16]=2)[CH3:10])[CH2:5][CH2:6][CH2:7][C:2]1([F:18])[F:1])(=[O:29])=[O:28], predict the reactants needed to synthesize it. The reactants are: [F:1][C:2]1([F:18])[CH2:7][CH2:6][CH2:5][C@H:4]([NH:8][C@@H:9]([C:11]2[CH:16]=[CH:15][CH:14]=[CH:13][CH:12]=2)[CH3:10])[C@H:3]1[OH:17].C(N(CC)CC)C.[CH3:26][S:27](Cl)(=[O:29])=[O:28].